Dataset: NCI-60 drug combinations with 297,098 pairs across 59 cell lines. Task: Regression. Given two drug SMILES strings and cell line genomic features, predict the synergy score measuring deviation from expected non-interaction effect. (1) Drug 1: C1=CC(=CC=C1C#N)C(C2=CC=C(C=C2)C#N)N3C=NC=N3. Drug 2: C1CNP(=O)(OC1)N(CCCl)CCCl. Cell line: OVCAR-8. Synergy scores: CSS=-5.39, Synergy_ZIP=1.63, Synergy_Bliss=-1.66, Synergy_Loewe=-5.58, Synergy_HSA=-5.56. (2) Drug 1: C1CC(=O)NC(=O)C1N2CC3=C(C2=O)C=CC=C3N. Drug 2: C1C(C(OC1N2C=NC3=C2NC=NCC3O)CO)O. Cell line: NCI/ADR-RES. Synergy scores: CSS=4.55, Synergy_ZIP=-2.13, Synergy_Bliss=-1.58, Synergy_Loewe=1.21, Synergy_HSA=-0.760. (3) Drug 1: C1=CC(=CC=C1CC(C(=O)O)N)N(CCCl)CCCl.Cl. Drug 2: CN1C2=C(C=C(C=C2)N(CCCl)CCCl)N=C1CCCC(=O)O.Cl. Cell line: NCI-H460. Synergy scores: CSS=17.1, Synergy_ZIP=1.07, Synergy_Bliss=0.591, Synergy_Loewe=-21.3, Synergy_HSA=-0.395. (4) Drug 1: CS(=O)(=O)CCNCC1=CC=C(O1)C2=CC3=C(C=C2)N=CN=C3NC4=CC(=C(C=C4)OCC5=CC(=CC=C5)F)Cl. Drug 2: CC(C)(C#N)C1=CC(=CC(=C1)CN2C=NC=N2)C(C)(C)C#N. Cell line: K-562. Synergy scores: CSS=4.70, Synergy_ZIP=-0.795, Synergy_Bliss=0.104, Synergy_Loewe=-3.71, Synergy_HSA=-6.45. (5) Drug 1: C1=CN(C(=O)N=C1N)C2C(C(C(O2)CO)O)O.Cl. Drug 2: C(CC(=O)O)C(=O)CN.Cl. Cell line: 786-0. Synergy scores: CSS=14.3, Synergy_ZIP=-5.42, Synergy_Bliss=0.276, Synergy_Loewe=-4.16, Synergy_HSA=1.05. (6) Drug 1: CCC1=C2CN3C(=CC4=C(C3=O)COC(=O)C4(CC)O)C2=NC5=C1C=C(C=C5)O. Drug 2: CC(C)NC(=O)C1=CC=C(C=C1)CNNC.Cl. Cell line: U251. Synergy scores: CSS=51.5, Synergy_ZIP=-2.95, Synergy_Bliss=-4.70, Synergy_Loewe=-68.6, Synergy_HSA=-5.34.